The task is: Predict the reactants needed to synthesize the given product.. This data is from Full USPTO retrosynthesis dataset with 1.9M reactions from patents (1976-2016). (1) Given the product [CH3:1][C@H:2]1[O:7][C@@H:6]([CH3:8])[CH2:5][N:4]([C:9]2[C:18]([CH:19]=[O:20])=[CH:17][C:12]3[C:13]([CH3:16])=[N:14][S:15][C:11]=3[C:10]=2[F:21])[CH2:3]1, predict the reactants needed to synthesize it. The reactants are: [CH3:1][C@H:2]1[O:7][C@@H:6]([CH3:8])[CH2:5][N:4]([C:9]2[C:18]([CH2:19][OH:20])=[CH:17][C:12]3[C:13]([CH3:16])=[N:14][S:15][C:11]=3[C:10]=2[F:21])[CH2:3]1.C[N+]1([O-])CCOCC1. (2) Given the product [CH2:23]([O:25][C:26]1[CH:31]=[C:30]([O:32][CH2:2][C:3]2[CH:22]=[CH:21][CH:20]=[C:5]([O:6][CH2:7][C:8]3[N:9]=[C:10]([C:14]4[CH:19]=[CH:18][CH:17]=[CH:16][CH:15]=4)[O:11][C:12]=3[CH3:13])[CH:4]=2)[CH:29]=[CH:28][C:27]=1[CH2:33][CH2:34][C:35]([O:37][CH2:38][CH3:39])=[O:36])[CH3:24], predict the reactants needed to synthesize it. The reactants are: Cl[CH2:2][C:3]1[CH:4]=[C:5]([CH:20]=[CH:21][CH:22]=1)[O:6][CH2:7][C:8]1[N:9]=[C:10]([C:14]2[CH:19]=[CH:18][CH:17]=[CH:16][CH:15]=2)[O:11][C:12]=1[CH3:13].[CH2:23]([O:25][C:26]1[CH:31]=[C:30]([OH:32])[CH:29]=[CH:28][C:27]=1[CH2:33][CH2:34][C:35]([O:37][CH2:38][CH3:39])=[O:36])[CH3:24].C(=O)([O-])[O-].[K+].[K+].CN(C)C=O. (3) Given the product [F:38][C:37]([F:40])([F:39])[C:35]([OH:41])=[O:36].[CH3:1][O:2][C:3](=[O:34])[C@@H:4]([NH:14][C:15]([C:17]1[S:18][C:19]([C:23](=[O:33])[NH:24][CH2:25][C:26]2[CH:31]=[CH:30][CH:29]=[C:28]([OH:32])[CH:27]=2)=[CH:20][C:21]=1[Br:22])=[O:16])[CH2:5][NH2:6], predict the reactants needed to synthesize it. The reactants are: [CH3:1][O:2][C:3](=[O:34])[C@@H:4]([NH:14][C:15]([C:17]1[S:18][C:19]([C:23](=[O:33])[NH:24][CH2:25][C:26]2[CH:31]=[CH:30][CH:29]=[C:28]([OH:32])[CH:27]=2)=[CH:20][C:21]=1[Br:22])=[O:16])[CH2:5][NH:6]C(OC(C)(C)C)=O.[C:35]([OH:41])([C:37]([F:40])([F:39])[F:38])=[O:36]. (4) Given the product [Cl:41][C:36]1[CH:35]=[C:34]([CH:39]=[CH:38][C:37]=1[F:40])[CH2:33][N:12]1[C:13](=[O:32])[C:14]([C:15]2[NH:20][C:19]3[CH:21]=[CH:22][C:23]([NH:16][S:17]([CH3:18])(=[O:31])=[O:30])=[CH:24][C:18]=3[S:17](=[O:31])(=[O:30])[N:16]=2)=[C:5]([OH:4])[C:7]2=[CH:11][CH:10]=[CH:9][N:8]12, predict the reactants needed to synthesize it. The reactants are: C([O:4][C:5]([C:7]1[N:8]([N:12]([CH2:33][C:34]2[CH:39]=[CH:38][C:37]([F:40])=[C:36]([Cl:41])[CH:35]=2)[C:13](=[O:32])[CH2:14][C:15]2[NH:20][C:19]3[CH:21]=[CH:22][C:23](CS(C)(=O)=O)=[CH:24][C:18]=3[S:17](=[O:31])(=[O:30])[N:16]=2)[CH:9]=[CH:10][CH:11]=1)=O)C=C.[O-]CC.[Na+].Cl. (5) Given the product [Cl:38][C:35]1[CH:36]=[CH:37][C:32]([C:4]([C:6]2[CH:7]=[C:8]3[C:13](=[CH:14][CH:15]=2)[N:12]=[CH:11][N:10]=[C:9]3[NH:16][CH:17]2[CH2:18][CH2:19][N:20]([C:23]3[CH:28]=[CH:27][CH:26]=[CH:25][CH:24]=3)[CH2:21][CH2:22]2)=[O:5])=[CH:33][CH:34]=1, predict the reactants needed to synthesize it. The reactants are: CON(C)[C:4]([C:6]1[CH:7]=[C:8]2[C:13](=[CH:14][CH:15]=1)[N:12]=[CH:11][N:10]=[C:9]2[NH:16][CH:17]1[CH2:22][CH2:21][N:20]([C:23]2[CH:28]=[CH:27][CH:26]=[CH:25][CH:24]=2)[CH2:19][CH2:18]1)=[O:5].Br[Mg][C:32]1[CH:37]=[CH:36][C:35]([Cl:38])=[CH:34][CH:33]=1. (6) Given the product [CH3:18][O:17][C:12]1[CH:13]=[CH:14][CH:15]=[CH:16][C:11]=1[C:10]1[C:4]2[C:5](=[N:6][CH:7]=[C:2]([N:47]3[CH2:48][CH2:49][CH:45]([CH2:44][C:43]([N:42]([CH3:41])[CH3:51])=[O:50])[CH2:46]3)[CH:3]=2)[N:8]([CH2:19][O:20][CH2:21][CH2:22][Si:23]([CH3:26])([CH3:25])[CH3:24])[CH:9]=1, predict the reactants needed to synthesize it. The reactants are: Br[C:2]1[CH:3]=[C:4]2[C:10]([C:11]3[CH:16]=[CH:15][CH:14]=[CH:13][C:12]=3[O:17][CH3:18])=[CH:9][N:8]([CH2:19][O:20][CH2:21][CH2:22][Si:23]([CH3:26])([CH3:25])[CH3:24])[C:5]2=[N:6][CH:7]=1.N1CCC[C@H]1C(O)=O.C(=O)([O-])[O-].[K+].[K+].[CH3:41][N:42]([CH3:51])[C:43](=[O:50])[CH2:44][CH:45]1[CH2:49][CH2:48][NH:47][CH2:46]1.